From a dataset of Full USPTO retrosynthesis dataset with 1.9M reactions from patents (1976-2016). Predict the reactants needed to synthesize the given product. Given the product [ClH:66].[F:33][C:2]([F:1])([F:32])[C:3]1[CH:4]=[C:5]([CH:29]=[CH:30][CH:31]=1)[CH2:6][NH:7][C:8]([C:9]1[CH:14]=[CH:13][N:12]=[C:11]([C:15]2[CH:20]=[C:19]([N:21]3[CH2:26][CH2:25][CH2:24][CH2:23][CH2:22]3)[CH:18]=[CH:17][C:16]=2[NH:27][C:41](=[O:42])[C:40]2[CH:44]=[CH:45][CH:46]=[C:38]([C:36]([N:35]([CH3:34])[CH2:47][CH2:48][N:49]3[CH2:50][CH2:51][O:52][CH2:53][CH2:54]3)=[O:37])[CH:39]=2)[CH:10]=1)=[O:28], predict the reactants needed to synthesize it. The reactants are: [F:1][C:2]([F:33])([F:32])[C:3]1[CH:4]=[C:5]([CH:29]=[CH:30][CH:31]=1)[CH2:6][NH:7][C:8](=[O:28])[C:9]1[CH:14]=[CH:13][N:12]=[C:11]([C:15]2[CH:20]=[C:19]([N:21]3[CH2:26][CH2:25][CH2:24][CH2:23][CH2:22]3)[CH:18]=[CH:17][C:16]=2[NH2:27])[CH:10]=1.[CH3:34][N:35]([CH2:47][CH2:48][N:49]1[CH2:54][CH2:53][O:52][CH2:51][CH2:50]1)[C:36]([C:38]1[CH:39]=[C:40]([CH:44]=[CH:45][CH:46]=1)[C:41](O)=[O:42])=[O:37].CCN=C=NCCCN(C)C.[ClH:66].